The task is: Predict the reaction yield, written as a fraction of the theoretical maximum amount of product (1.0 means a 100% yield; for example, 0.34 means a 34% yield).. This data is from Reaction yield outcomes from USPTO patents with 853,638 reactions. The reactants are Cl.[F:2][C:3]1[C:4]([CH2:25][NH:26][CH3:27])=[CH:5][N:6]([S:15]([C:18]2[CH:23]=[C:22]([CH3:24])[CH:21]=[CH:20][N:19]=2)(=[O:17])=[O:16])[C:7]=1[C:8]1[C:9]([F:14])=[N:10][CH:11]=[CH:12][CH:13]=1. The catalyst is C(=O)([O-])O.[Na+]. The product is [F:2][C:3]1[C:4]([CH2:25][NH:26][CH3:27])=[CH:5][N:6]([S:15]([C:18]2[CH:23]=[C:22]([CH3:24])[CH:21]=[CH:20][N:19]=2)(=[O:17])=[O:16])[C:7]=1[C:8]1[C:9]([F:14])=[N:10][CH:11]=[CH:12][CH:13]=1. The yield is 0.950.